This data is from Reaction yield outcomes from USPTO patents with 853,638 reactions. The task is: Predict the reaction yield, written as a fraction of the theoretical maximum amount of product (1.0 means a 100% yield; for example, 0.34 means a 34% yield). (1) The catalyst is C1COCC1. The reactants are [NH2:1][C:2]1[S:3][CH:4]=[CH:5][C:6]=1[C:7]1[CH:12]=[CH:11][CH:10]=[CH:9][CH:8]=1.[C:13](O[C:13]([O:15][C:16]([CH3:19])([CH3:18])[CH3:17])=[O:14])([O:15][C:16]([CH3:19])([CH3:18])[CH3:17])=[O:14].C(N(C(C)C)CC)(C)C. The product is [C:13]([NH:1][C:2]1[S:3][CH:4]=[CH:5][C:6]=1[C:7]1[CH:12]=[CH:11][CH:10]=[CH:9][CH:8]=1)([O:15][C:16]([CH3:19])([CH3:18])[CH3:17])=[O:14]. The yield is 0.590. (2) The reactants are [NH2:1][CH2:2][C:3]1[C:4]([CH3:19])=[CH:5][C:6]([NH:11][C:12](=[O:18])[O:13][C:14]([CH3:17])([CH3:16])[CH3:15])=[N:7][C:8]=1[O:9][CH3:10].[Br:20][C:21]1[CH:22]=[C:23]([C:34](O)=[O:35])[C:24]2[C:25]([CH3:33])=[CH:26][N:27]([CH:30]([CH3:32])[CH3:31])[C:28]=2[CH:29]=1.C1C=NC2N(O)N=NC=2C=1.C(Cl)CCl. The catalyst is CN(C=O)C.CCOC(C)=O. The product is [Br:20][C:21]1[CH:22]=[C:23]([C:34]([NH:1][CH2:2][C:3]2[C:4]([CH3:19])=[CH:5][C:6]([NH:11][C:12](=[O:18])[O:13][C:14]([CH3:15])([CH3:16])[CH3:17])=[N:7][C:8]=2[O:9][CH3:10])=[O:35])[C:24]2[C:25]([CH3:33])=[CH:26][N:27]([CH:30]([CH3:31])[CH3:32])[C:28]=2[CH:29]=1. The yield is 0.990. (3) The yield is 0.600. The catalyst is O1CCOCC1. The product is [F:32][C:33]1[CH:38]=[CH:37][C:36]([C:2]2[N:7]=[C:6]([NH:8][C:9]3[CH:14]=[CH:13][C:12]([S:15]([NH:18][CH3:19])(=[O:17])=[O:16])=[CH:11][CH:10]=3)[CH:5]=[C:4]([N:20]3[CH2:25][CH2:24][CH2:23][CH2:22][CH2:21]3)[CH:3]=2)=[CH:35][CH:34]=1. The reactants are Cl[C:2]1[N:7]=[C:6]([NH:8][C:9]2[CH:14]=[CH:13][C:12]([S:15]([NH:18][CH3:19])(=[O:17])=[O:16])=[CH:11][CH:10]=2)[CH:5]=[C:4]([N:20]2[CH2:25][CH2:24][CH2:23][CH2:22][CH2:21]2)[CH:3]=1.C(=O)([O-])[O-].[Na+].[Na+].[F:32][C:33]1[CH:38]=[CH:37][C:36](B(O)O)=[CH:35][CH:34]=1.O.